Dataset: NCI-60 drug combinations with 297,098 pairs across 59 cell lines. Task: Regression. Given two drug SMILES strings and cell line genomic features, predict the synergy score measuring deviation from expected non-interaction effect. Drug 1: CC1=C(C=C(C=C1)NC2=NC=CC(=N2)N(C)C3=CC4=NN(C(=C4C=C3)C)C)S(=O)(=O)N.Cl. Drug 2: CN(C(=O)NC(C=O)C(C(C(CO)O)O)O)N=O. Cell line: EKVX. Synergy scores: CSS=-5.85, Synergy_ZIP=-0.355, Synergy_Bliss=-7.13, Synergy_Loewe=-7.80, Synergy_HSA=-7.95.